This data is from Catalyst prediction with 721,799 reactions and 888 catalyst types from USPTO. The task is: Predict which catalyst facilitates the given reaction. Product: [OH:1][CH2:2][C@H:3]1[CH2:8][CH2:7][CH2:6][CH2:5][N:4]1[CH2:14][CH2:15][CH2:16][C:17]1[CH:18]=[CH:19][C:20]([O:23][CH3:24])=[CH:21][CH:22]=1. The catalyst class is: 10. Reactant: [OH:1][CH2:2][C@H:3]1[CH2:8][CH2:7][CH2:6][CH2:5][NH:4]1.S(O[CH2:14][CH2:15][CH2:16][C:17]1[CH:22]=[CH:21][C:20]([O:23][CH3:24])=[CH:19][CH:18]=1)(=O)(=O)C.C(=O)([O-])[O-].[Na+].[Na+].[I-].[Na+].